This data is from Experimentally validated miRNA-target interactions with 360,000+ pairs, plus equal number of negative samples. The task is: Binary Classification. Given a miRNA mature sequence and a target amino acid sequence, predict their likelihood of interaction. (1) The miRNA is hsa-miR-3915 with sequence UUGAGGAAAAGAUGGUCUUAUU. The protein sequence of the target gene is MLTRLVLSAHLSSTTSPPWTHAAISWELDNVLMPSPRIWPQVTPTGRSASVRSEGNTSSLWNFSAGQDVHAIVTRTCESVLSSAVYTHGCGCVRSATNITCQSSGQQRQAARQEEENSICKAHDSREGRLGYPLSAHQPGSGGPN. Result: 0 (no interaction). (2) Result: 0 (no interaction). The miRNA is mmu-miR-1946a with sequence AGCCGGGCAGUGGUGGCACACACUUUU. The protein sequence of the target gene is MAGAIASRMSFSSLKRKQPKTFTVRIVTMDAEMEFNCEMKWKGKDLFDLVCRTLGLRETWFFGLQYTIKDTVAWLKMDKKVLDHDVSKEEPVTFHFLAKFYPENAEEELVQEITQHLFFLQVKKQILDEKIYCPPEASVLLASYAVQAKYGDYDPSVHKRGFLAQEELLPKRVINLYQMTPEMWEERITAWYAEHRGRARDEAEMEYLKIAQDLEMYGVNYFAIRNKKGTELLLGVDALGLHIYDPENRLTPKISFPWNEIRNISYSDKEFTIKPLDKKIDVFKFNSSKLRVNKLILQLC.... (3) The miRNA is hsa-miR-6134 with sequence UGAGGUGGUAGGAUGUAGA. The protein sequence of the target gene is MAKRKEENFSSPKNAKRPRQEELEDFDKDGDEDECKGTTLTAAEVGIIESIHLKNFMCHSMLGPFKFGSNVNFVVGNNGSGKSAVLTALIVGLGGRAVATNRGSSLKGFVKDGQNSADISITLRNRGDDAFKASVYGNSILIQQHISIDGSRSYKLKSATGSVVSTRKEELIAILDHFNIQVDNPVSVLTQEMSKQFLQSKNEGDKYKFFMKATQLEQMKEDYSYIMETKERTKEQIHQGEERLTELKRQCVEKEERFQSIAGLSTMKTNLESLKHEMAWAVVNEIEKQLNAIRDNIKIG.... Result: 0 (no interaction). (4) The protein sequence of the target gene is MGMDLTCPFGISPACGAQASWSIFGADAAEVPGTRGHSQQEAAMPHIPEDEEPPGEPQAAQSPAGQGPPAAGVSCSPTPTIVLTGDATSPEGETDKNLANRVHSPHKRLSHRHLKVSTASLTSVDPAGHIIDLVNDQLPDISISEEDKKKNLALLEEAKLVSERFLTRRGRKSRSSPGDSPSAVSPNLSPSASPTSSRSNSLTVPTPPGLDVCSGPPSPLPGAPPQQKGDEADVSSPHPGEPNVPKGLADRKQNDQRKVSQGRLAPRPPPVEKSKEIAIEQKENFDPLQYPETTPKGLAP.... The miRNA is hsa-miR-3682-5p with sequence CUACUUCUACCUGUGUUAUCAU. Result: 1 (interaction). (5) The miRNA is mmu-miR-1932 with sequence GUUGCGGACAGCGCUAGGUCGG. The protein sequence of the target gene is MSSYFVNSLFSKYKTGESLRPNYYDCGFAQDLGGRPTVVYGPSSGGSFQHPSQIQEFYHGPSSLSTAPYQQNPCAVACHGDPGNFYGYDPLQRQSLFGAQDPDLVQYADCKLAAASGLGEEAEGSEQSPSPTQLFPWMRPQAAAGRRRGRQTYSRYQTLELEKEFLFNPYLTRKRRIEVSHALGLTERQVKIWFQNRRMKWKKENNKDKFPSSKCEQEELEKEKLERAPETAEQGDAQKGDKK. Result: 0 (no interaction). (6) The miRNA is hsa-miR-6893-5p with sequence CAGGCAGGUGUAGGGUGGAGC. The protein sequence of the target gene is MQRLIPIAFSSSVKGFVRRHYLLLERGNNPETSLSRSFSGASHHHHYRERLRNELHCIKFDDAFSLFCEMLQSRPIPSIVDFTRVLTVIAKMNKFDIVIYLYHKMENLGISHDLYSFTILIHCFCRCSRLSLALALLGKMMKLGFRPSIVTLGSLLNGFCQGNRFQEAVSLVDSMDGFGFVPNVVIYNTVINGLCKNRDLNNALEVFYCMEKKGIRADAVTYNTLISGLSNSGRWTDAARLLRDMVKRKIDPNVIFFTALIDTFVKEGNLLEARNLYKEMIRRSVVPNVFTYNSLINGFC.... Result: 0 (no interaction). (7) Result: 0 (no interaction). The miRNA is mmu-miR-7681-5p with sequence AUCCUGUCCUUGCCCUCUCU. The protein sequence of the target gene is MKETDQMQSLEGSGAERSVGTQTGSMTGQIPRLSKVNLFTLLSLWMELFPGVEAQGQKSQKTEEESRGPLGDNEELTRVSTEKKQVKKTGLVVVKNMKIIGLHCSSEDLHTGQIALIKHGSRLKNCDLYFSRKPCSACLKMIVNAGVNRISYWPSDPEISLLTEASSSEDAKLDAKAAERLKSNSRAHVCVLLQPLVCYMVQFVEETSYKCDFIQKTAKALPGADTDFYSECKQERIKEYEMLFLVSNEERHKQILMTIGLESLCEDPYFSNLRQNMKDLILLLATVASSVPNLKHFGFY....